The task is: Predict the reactants needed to synthesize the given product.. This data is from Full USPTO retrosynthesis dataset with 1.9M reactions from patents (1976-2016). Given the product [Cl:1][C:2]1[CH:10]=[C:9]2[C:5]([C:6]([C:11]([N:13]3[CH2:14][CH2:15][CH:16]([C:19]4[C:24]([O:25][CH3:26])=[CH:23][CH:22]=[CH:21][C:20]=4[O:27][CH3:28])[CH2:17][CH2:18]3)=[O:12])=[CH:7][N:8]2[CH2:30][C:31]([NH:33][CH3:34])=[O:32])=[CH:4][CH:3]=1, predict the reactants needed to synthesize it. The reactants are: [Cl:1][C:2]1[CH:10]=[C:9]2[C:5]([C:6]([C:11]([N:13]3[CH2:18][CH2:17][CH:16]([C:19]4[C:24]([O:25][CH3:26])=[CH:23][CH:22]=[CH:21][C:20]=4[O:27][CH3:28])[CH2:15][CH2:14]3)=[O:12])=[CH:7][NH:8]2)=[CH:4][CH:3]=1.Cl[CH2:30][C:31]([NH:33][CH3:34])=[O:32].